Dataset: Catalyst prediction with 721,799 reactions and 888 catalyst types from USPTO. Task: Predict which catalyst facilitates the given reaction. (1) Reactant: [C:1]([O:5][C:6]([NH:8][CH2:9][C:10]1[CH:15]=[CH:14][C:13]([CH2:16][C:17]([OH:19])=O)=[CH:12][CH:11]=1)=[O:7])([CH3:4])([CH3:3])[CH3:2].[CH:20]([NH2:23])([CH3:22])[CH3:21].C(Cl)CCl.C1C=CC2N(O)N=NC=2C=1.C(N(CC)CC)C. Product: [C:1]([O:5][C:6]([NH:8][CH2:9][C:10]1[CH:11]=[CH:12][C:13]([CH2:16][C:17](=[O:19])[NH:23][CH:20]([CH3:22])[CH3:21])=[CH:14][CH:15]=1)=[O:7])([CH3:2])([CH3:3])[CH3:4]. The catalyst class is: 79. (2) Reactant: [NH2:1][CH2:2][CH2:3][CH2:4][S:5][C:6]1[C:14]2[C:13](=[O:15])[N:12]([CH3:16])[C:11](=[O:17])[N:10]([CH2:18][CH:19]([CH3:21])[CH3:20])[C:9]=2[S:8][C:7]=1[CH2:22][C:23]1[C:32]2[C:27](=[CH:28][CH:29]=[CH:30][CH:31]=2)[CH:26]=[CH:25][CH:24]=1.C(N(CC)CC)C.[CH3:40][S:41](Cl)(=[O:43])=[O:42].N. Product: [CH3:16][N:12]1[C:13](=[O:15])[C:14]2[C:6]([S:5][CH2:4][CH2:3][CH2:2][NH:1][S:41]([CH3:40])(=[O:43])=[O:42])=[C:7]([CH2:22][C:23]3[C:32]4[C:27](=[CH:28][CH:29]=[CH:30][CH:31]=4)[CH:26]=[CH:25][CH:24]=3)[S:8][C:9]=2[N:10]([CH2:18][CH:19]([CH3:20])[CH3:21])[C:11]1=[O:17]. The catalyst class is: 4. (3) Reactant: [CH3:1][N:2]([C:4]1[CH:9]=[CH:8][CH:7]=[CH:6][CH:5]=1)N.F[C:11]1C=C(Br)C=CC=1CCC(=O)C.C(O)C.Cl. Product: [NH:2]1[C:4]2[C:9](=[CH:8][CH:7]=[CH:6][CH:5]=2)[CH:11]=[CH:1]1. The catalyst class is: 11.